This data is from Peptide-MHC class I binding affinity with 185,985 pairs from IEDB/IMGT. The task is: Regression. Given a peptide amino acid sequence and an MHC pseudo amino acid sequence, predict their binding affinity value. This is MHC class I binding data. The binding affinity (normalized) is 0.898. The MHC is HLA-A02:12 with pseudo-sequence HLA-A02:12. The peptide sequence is FLDDASNSA.